Dataset: Full USPTO retrosynthesis dataset with 1.9M reactions from patents (1976-2016). Task: Predict the reactants needed to synthesize the given product. (1) Given the product [Br:1][C:2]1[CH:7]=[CH:6][C:5]([O:8][CH3:9])=[CH:4][C:3]=1[CH2:10][CH2:11][CH2:12][NH2:13], predict the reactants needed to synthesize it. The reactants are: [Br:1][C:2]1[CH:7]=[CH:6][C:5]([O:8][CH3:9])=[CH:4][C:3]=1[CH2:10][CH2:11][C:12]#[N:13]. (2) Given the product [NH2:20][C:7]1[CH:6]=[C:5]([CH:10]=[CH:9][C:8]=1[NH:11][CH2:12][CH2:13][C:14]1[CH:15]=[CH:16][CH:17]=[CH:18][CH:19]=1)[C:4]([N:3]([CH2:1][CH3:2])[CH2:24][CH3:25])=[O:23], predict the reactants needed to synthesize it. The reactants are: [CH2:1]([N:3]([CH2:24][CH3:25])[C:4](=[O:23])[C:5]1[CH:10]=[CH:9][C:8]([NH:11][CH2:12][CH2:13][C:14]2[CH:19]=[CH:18][CH:17]=[CH:16][CH:15]=2)=[C:7]([N+:20]([O-])=O)[CH:6]=1)[CH3:2]. (3) Given the product [Br:5][C:6]1[N:7]=[C:8]([C:21]([O:25][C:33]([CH3:35])([CH3:34])[CH3:32])=[O:27])[S:9][C:10]=1[C:11]([OH:12])=[O:37], predict the reactants needed to synthesize it. The reactants are: Cl([O-])=O.[Na+].[Br:5][C:6]1[N:7]=[C:8](NC(=O)OC(C)(C)C)[S:9][C:10]=1[CH:11]=[O:12].[CH2:21]([OH:25])C(C)C.P([O-])(O)(O)=[O:27].[Na+].[CH3:32][C:33](=[CH:35]C)[CH3:34].[OH2:37]. (4) The reactants are: N#N.[Cl:3][C:4]1[CH:27]=[CH:26][CH:25]=[CH:24][C:5]=1[CH2:6][O:7][C:8](=[O:23])[NH:9][C:10]1[CH:11]=[N:12][N:13]([CH2:15][C:16]2[N:17]=[C:18]([CH2:21][OH:22])[S:19][CH:20]=2)[CH:14]=1. Given the product [Cl:3][C:4]1[CH:27]=[CH:26][CH:25]=[CH:24][C:5]=1[CH2:6][O:7][C:8](=[O:23])[NH:9][C:10]1[CH:11]=[N:12][N:13]([CH2:15][C:16]2[N:17]=[C:18]([CH:21]=[O:22])[S:19][CH:20]=2)[CH:14]=1, predict the reactants needed to synthesize it. (5) Given the product [CH:22]1([C:25]2[C:26]([O:36][CH:37]3[CH2:44][CH2:43][C:40]4([CH2:41][CH2:42]4)[CH2:39][CH2:38]3)=[CH:27][C:28]([F:35])=[C:29]([CH:34]=2)[C:30]([OH:32])=[O:31])[CH2:24][CH2:23]1, predict the reactants needed to synthesize it. The reactants are: ClC1C(OC2CCC(F)(F)CC2)=CC(F)=C(C=1)C(OC)=O.[CH:22]1([C:25]2[C:26]([O:36][CH:37]3[CH2:44][CH2:43][C:40]4([CH2:42][CH2:41]4)[CH2:39][CH2:38]3)=[CH:27][C:28]([F:35])=[C:29]([CH:34]=2)[C:30]([O:32]C)=[O:31])[CH2:24][CH2:23]1.